From a dataset of Full USPTO retrosynthesis dataset with 1.9M reactions from patents (1976-2016). Predict the reactants needed to synthesize the given product. Given the product [OH:8][CH2:9][CH:10]1[CH2:14][CH2:13][N:12]([C:15]2[CH:16]=[CH:17][C:18]([CH3:36])=[C:19]([CH:35]=2)[C:20]([NH:22][C:23]2[C:24]([CH3:34])=[C:25]([CH:30]=[CH:31][C:32]=2[CH3:33])[C:26]([O:28][CH3:29])=[O:27])=[O:21])[CH2:11]1, predict the reactants needed to synthesize it. The reactants are: [Si]([O:8][CH2:9][CH:10]1[CH2:14][CH2:13][N:12]([C:15]2[CH:16]=[CH:17][C:18]([CH3:36])=[C:19]([CH:35]=2)[C:20]([NH:22][C:23]2[C:24]([CH3:34])=[C:25]([CH:30]=[CH:31][C:32]=2[CH3:33])[C:26]([O:28][CH3:29])=[O:27])=[O:21])[CH2:11]1)(C(C)(C)C)(C)C.[N+](CCCC)(CCCC)(CCCC)CCCC.[F-].